From a dataset of Forward reaction prediction with 1.9M reactions from USPTO patents (1976-2016). Predict the product of the given reaction. (1) The product is: [OH:24][C:21]([CH3:23])([CH3:22])[C:20]([C:17]1[CH:18]=[CH:19][C:14]([O:13][CH2:12][CH2:11][O:10][CH2:9][CH2:8][O:7][CH2:6][CH2:5][O:4][CH2:3][CH2:2][I:26])=[CH:15][CH:16]=1)=[O:25]. Given the reactants Cl[CH2:2][CH2:3][O:4][CH2:5][CH2:6][O:7][CH2:8][CH2:9][O:10][CH2:11][CH2:12][O:13][C:14]1[CH:19]=[CH:18][C:17]([C:20](=[O:25])[C:21]([OH:24])([CH3:23])[CH3:22])=[CH:16][CH:15]=1.[I-:26].[Na+], predict the reaction product. (2) Given the reactants [C:1]1([OH:7])[CH:6]=[CH:5][CH:4]=[CH:3][CH:2]=1.[H-].[Na+].[Br:10][C:11]1[CH:16]=[C:15](Br)[CH:14]=[CH:13][N:12]=1, predict the reaction product. The product is: [Br:10][C:11]1[CH:16]=[CH:15][C:14]([O:7][C:1]2[CH:6]=[CH:5][CH:4]=[CH:3][CH:2]=2)=[CH:13][N:12]=1.